Dataset: Full USPTO retrosynthesis dataset with 1.9M reactions from patents (1976-2016). Task: Predict the reactants needed to synthesize the given product. Given the product [Cl:13][C:8]1[CH:7]=[CH:6][N:5]2[N:1]=[CH:2][CH:3]=[C:4]2[N:9]=1, predict the reactants needed to synthesize it. The reactants are: [N:1]1[N:5]2[CH:6]=[CH:7][C:8](O)=[N:9][C:4]2=[CH:3][CH:2]=1.O=P(Cl)(Cl)[Cl:13].